This data is from Catalyst prediction with 721,799 reactions and 888 catalyst types from USPTO. The task is: Predict which catalyst facilitates the given reaction. Reactant: [NH2:1][C:2]1[N:7]=[C:6]([NH2:8])[C:5]([O:9][C:10]2[C:15]([CH:16]([CH3:18])[CH3:17])=[CH:14][C:13]([OH:19])=[C:12]([I:20])[CH:11]=2)=[CH:4][N:3]=1.C(=O)([O-])[O-].[K+].[K+].[CH2:27](Cl)[C:28]#[CH:29]. Product: [I:20][C:12]1[C:13]([O:19][CH2:29][C:28]#[CH:27])=[CH:14][C:15]([CH:16]([CH3:18])[CH3:17])=[C:10]([CH:11]=1)[O:9][C:5]1[C:6]([NH2:8])=[N:7][C:2]([NH2:1])=[N:3][CH:4]=1. The catalyst class is: 9.